This data is from Forward reaction prediction with 1.9M reactions from USPTO patents (1976-2016). The task is: Predict the product of the given reaction. (1) Given the reactants [N:1]1[C:6]2[CH:7]=[CH:8][CH:9]=[CH:10][C:5]=2[C:4](=[O:11])[NH:3][N:2]=1.[Cl:12][CH2:13][CH2:14][CH2:15]I, predict the reaction product. The product is: [Cl:12][CH2:13][CH2:14][CH2:15][N:3]1[C:4](=[O:11])[C:5]2[CH:10]=[CH:9][CH:8]=[CH:7][C:6]=2[N:1]=[N:2]1. (2) Given the reactants [NH2:1][C:2]1[C:7]([O:8][CH3:9])=[CH:6][CH:5]=[CH:4][C:3]=1[C:10]([OH:15])([CH2:13][CH3:14])[CH2:11][CH3:12].[CH3:16][C:17]([NH:22][C:23](=[O:29])[O:24][C:25]([CH3:28])([CH3:27])[CH3:26])([CH3:21])[CH2:18][CH:19]=O, predict the reaction product. The product is: [CH2:11]([C:10]([C:3]1[CH:4]=[CH:5][CH:6]=[C:7]([O:8][CH3:9])[C:2]=1[NH:1][CH2:19][CH2:18][C:17]([NH:22][C:23](=[O:29])[O:24][C:25]([CH3:28])([CH3:27])[CH3:26])([CH3:21])[CH3:16])([OH:15])[CH2:13][CH3:14])[CH3:12]. (3) Given the reactants [Cl:1][C:2]1[C:7]([C:8](Cl)=[N:9][OH:10])=[C:6]([Cl:12])[N:5]=[CH:4][N:3]=1.[C:13]([Si:15]([CH3:18])([CH3:17])[CH3:16])#[CH:14].C(N(CC)CC)C, predict the reaction product. The product is: [Cl:1][C:2]1[C:7]([C:8]2[CH:14]=[C:13]([Si:15]([CH3:18])([CH3:17])[CH3:16])[O:10][N:9]=2)=[C:6]([Cl:12])[N:5]=[CH:4][N:3]=1. (4) Given the reactants F[C:2]1[C:3]([C:20]2[CH:25]=[CH:24][CH:23]=[CH:22][CH:21]=2)=[C:4]([CH3:19])[C:5]([C:17]#[N:18])=[C:6]2[C:10]=1[O:9][C:8]([C:11]([CH3:16])([CH3:15])[CH2:12][O:13][CH3:14])=[N:7]2.C(N(CC)CC)C.[CH3:33][N:34]([CH3:40])[C@H:35]1[CH2:39][CH2:38][NH:37][CH2:36]1.C(OCC)(=O)C, predict the reaction product. The product is: [CH3:33][N:34]([CH3:40])[C@H:35]1[CH2:39][CH2:38][N:37]([C:2]2[C:3]([C:20]3[CH:25]=[CH:24][CH:23]=[CH:22][CH:21]=3)=[C:4]([CH3:19])[C:5]([C:17]#[N:18])=[C:6]3[C:10]=2[O:9][C:8]([C:11]([CH3:16])([CH3:15])[CH2:12][O:13][CH3:14])=[N:7]3)[CH2:36]1.